From a dataset of Full USPTO retrosynthesis dataset with 1.9M reactions from patents (1976-2016). Predict the reactants needed to synthesize the given product. (1) Given the product [C:1]1([C:9]2[CH:14]=[CH:13][CH:12]=[CH:11][CH:10]=2)[CH:6]=[CH:5][CH:4]=[C:3]([CH2:7][NH:25][C@@H:15]2[C:24]3[C:19](=[CH:20][CH:21]=[CH:22][CH:23]=3)[CH2:18][CH2:17][CH2:16]2)[CH:2]=1, predict the reactants needed to synthesize it. The reactants are: [C:1]1([C:9]2[CH:14]=[CH:13][CH:12]=[CH:11][CH:10]=2)[CH:6]=[CH:5][CH:4]=[C:3]([CH:7]=O)[CH:2]=1.[C@@H:15]1([NH2:25])[C:24]2[C:19](=[CH:20][CH:21]=[CH:22][CH:23]=2)[CH2:18][CH2:17][CH2:16]1. (2) Given the product [CH2:1]([O:3][C:4]1[C:12]2[C:11](=[O:13])[N:10]([C:14]3[CH:19]=[CH:18][C:17]([CH2:20][C:21]([O:23][CH2:24][CH3:25])=[O:22])=[CH:16][C:15]=3[F:26])[CH2:9][C:8]=2[C:7]([OH:28])=[C:6]2[CH:29]=[CH:30][CH:31]=[CH:32][C:5]=12)[CH3:2], predict the reactants needed to synthesize it. The reactants are: [CH2:1]([O:3][C:4]1[C:12]2[C:11](=[O:13])[N:10]([C:14]3[CH:19]=[CH:18][C:17]([CH2:20][C:21]([O:23][CH2:24][CH3:25])=[O:22])=[CH:16][C:15]=3[F:26])[C:9](=O)[C:8]=2[C:7]([OH:28])=[C:6]2[CH:29]=[CH:30][CH:31]=[CH:32][C:5]=12)[CH3:2].[BH4-].[Na+]. (3) Given the product [CH3:14][O:15][C:16](=[O:28])[CH2:17][N:18]([C:51](=[O:52])[C@@H:37]([NH:36][C:34]([O:33][C:29]([CH3:31])([CH3:30])[CH3:32])=[O:35])[CH:38]([C:45]1[CH:46]=[CH:47][CH:48]=[CH:49][CH:50]=1)[C:39]1[CH:44]=[CH:43][CH:42]=[CH:41][CH:40]=1)[CH2:19][C:20]1[CH:25]=[CH:24][CH:23]=[CH:22][C:21]=1[O:26][CH3:27], predict the reactants needed to synthesize it. The reactants are: Cl.CN(C)CCCN=C=NCC.Cl.[CH3:14][O:15][C:16](=[O:28])[CH2:17][NH:18][CH2:19][C:20]1[CH:25]=[CH:24][CH:23]=[CH:22][C:21]=1[O:26][CH3:27].[C:29]([O:33][C:34]([NH:36][C@H:37]([C:51](O)=[O:52])[CH:38]([C:45]1[CH:50]=[CH:49][CH:48]=[CH:47][CH:46]=1)[C:39]1[CH:44]=[CH:43][CH:42]=[CH:41][CH:40]=1)=[O:35])([CH3:32])([CH3:31])[CH3:30].ON1C2C=CC=CC=2N=N1.C(N(CC)C(C)C)(C)C. (4) Given the product [C:1]1([S:7]([N:10]2[CH2:12][CH:11]([C:13]([N:15]3[CH2:16][CH2:17][N:18]([C:21]4[CH:26]=[C:25]([CH3:27])[CH:24]=[CH:23][C:22]=4[CH3:28])[CH2:19][CH2:20]3)=[O:14])[N:38]([C:33]3[CH:34]=[CH:35][CH:36]=[CH:37][C:32]=3[Cl:31])[C:39]2=[O:40])(=[O:9])=[O:8])[CH:6]=[CH:5][CH:4]=[CH:3][CH:2]=1, predict the reactants needed to synthesize it. The reactants are: [C:1]1([S:7]([N:10]2[CH2:12][CH:11]2[C:13]([N:15]2[CH2:20][CH2:19][N:18]([C:21]3[CH:26]=[C:25]([CH3:27])[CH:24]=[CH:23][C:22]=3[CH3:28])[CH2:17][CH2:16]2)=[O:14])(=[O:9])=[O:8])[CH:6]=[CH:5][CH:4]=[CH:3][CH:2]=1.[I-].[Na+].[Cl:31][C:32]1[CH:37]=[CH:36][CH:35]=[CH:34][C:33]=1[N:38]=[C:39]=[O:40].